This data is from Retrosynthesis with 50K atom-mapped reactions and 10 reaction types from USPTO. The task is: Predict the reactants needed to synthesize the given product. (1) The reactants are: C1COCCN1.O=C(Nc1nccs1)C(CC1CCOCC1)c1ccc(S(=O)(=O)Cl)cc1. Given the product O=C(Nc1nccs1)C(CC1CCOCC1)c1ccc(S(=O)(=O)N2CCOCC2)cc1, predict the reactants needed to synthesize it. (2) Given the product COC(=O)NN=C(C)c1nc(-c2ccccc2)[nH]c1C, predict the reactants needed to synthesize it. The reactants are: CC(=O)c1nc(-c2ccccc2)[nH]c1C.COC(=O)NN. (3) Given the product CCOC(=O)CC1CC2CCCC(C1)N2C(=O)OC(C)(C)C, predict the reactants needed to synthesize it. The reactants are: CCOC(=O)C=C1CC2CCCC(C1)N2C(=O)OC(C)(C)C. (4) Given the product O[C@@H]1CN(c2cc(Cc3ccccc3)c(Br)cn2)C[C@H]1O, predict the reactants needed to synthesize it. The reactants are: O=S(=O)(Oc1cc(Cc2ccccc2)c(Br)cn1)C(F)(F)F.O[C@@H]1CNC[C@H]1O. (5) The reactants are: CS(=O)(=O)Nc1ccc(Oc2ccc3c(c2)CCC(c2cccc(O)c2)O3)nc1.O=[N+]([O-])c1ccc(Cl)nc1. Given the product CS(=O)(=O)Nc1ccc(Oc2ccc3c(c2)CCC(c2cccc(Oc4ccc([N+](=O)[O-])cn4)c2)O3)nc1, predict the reactants needed to synthesize it. (6) The reactants are: CC(C)(O)c1cccnc1N. Given the product CC(C)c1cccnc1N, predict the reactants needed to synthesize it.